This data is from Full USPTO retrosynthesis dataset with 1.9M reactions from patents (1976-2016). The task is: Predict the reactants needed to synthesize the given product. (1) Given the product [NH2:1][C:2]([O:4][C:5]1[CH:6]=[CH:7][C:8]([C:11]2[CH2:17][C@H:16]3[N:13]([C:14](=[O:28])[C@@H:15]3[C@H:18]([OH:20])[CH3:19])[C:12]=2[C:29]([O:31][CH2:32][C:33]2[CH:34]=[CH:35][C:36]([N+:39]([O-:41])=[O:40])=[CH:37][CH:38]=2)=[O:30])=[CH:9][CH:10]=1)=[O:3], predict the reactants needed to synthesize it. The reactants are: [NH2:1][C:2]([O:4][C:5]1[CH:10]=[CH:9][C:8]([C:11]2[CH2:17][C@H:16]3[N:13]([C:14](=[O:28])[C@@H:15]3[C@H:18]([O:20][Si](CC)(CC)CC)[CH3:19])[C:12]=2[C:29]([O:31][CH2:32][C:33]2[CH:38]=[CH:37][C:36]([N+:39]([O-:41])=[O:40])=[CH:35][CH:34]=2)=[O:30])=[CH:7][CH:6]=1)=[O:3].C(O)(=O)C.[F-].C([N+](CCCC)(CCCC)CCCC)CCC.C1COCC1. (2) Given the product [CH2:26]([NH:31][C:17](=[O:18])[CH2:16][S:15][C:4]1[N:3]([C:20]2[CH:21]=[CH:22][CH:23]=[CH:24][CH:25]=2)[C:2](=[O:1])[C:7]2[NH:8][C:9]3[CH:10]=[CH:11][CH:12]=[CH:13][C:14]=3[C:6]=2[N:5]=1)[CH2:27][CH:28]([CH3:30])[CH3:29], predict the reactants needed to synthesize it. The reactants are: [O:1]=[C:2]1[C:7]2[NH:8][C:9]3[CH:10]=[CH:11][CH:12]=[CH:13][C:14]=3[C:6]=2[N:5]=[C:4]([S:15][CH2:16][C:17](O)=[O:18])[N:3]1[C:20]1[CH:25]=[CH:24][CH:23]=[CH:22][CH:21]=1.[CH2:26]([NH2:31])[CH2:27][CH:28]([CH3:30])[CH3:29].C(N(CC)CC)C.CN(C(ON1N=NC2C=CC=NC1=2)=[N+](C)C)C.F[P-](F)(F)(F)(F)F. (3) Given the product [Br:1][C:2]1[CH:7]=[CH:6][C:5]([N+:8]([O-:10])=[O:9])=[C:4]([CH:3]=1)[NH:16][CH2:15][C:14]1[CH:17]=[C:18]([CH3:21])[CH:19]=[CH:20][C:13]=1[CH3:12], predict the reactants needed to synthesize it. The reactants are: [Br:1][C:2]1[CH:7]=[CH:6][C:5]([N+:8]([O-:10])=[O:9])=[C:4](F)[CH:3]=1.[CH3:12][C:13]1[CH:20]=[CH:19][C:18]([CH3:21])=[CH:17][C:14]=1[CH2:15][NH2:16]. (4) The reactants are: [O:1]1[CH2:17][CH2:16][CH2:15][CH2:14][CH2:13][CH2:12][CH2:11][CH2:10][CH2:9][CH2:8][CH2:7][CH2:6][CH2:5][CH2:4][CH2:3][C:2]1=[O:18].[CH3:19][N:20](C)[OH:21].[CH3:23][Al](C)C. Given the product [CH3:23][O:21][N:20]([CH3:19])[C:2](=[O:18])[CH2:3][CH2:4][CH2:5][CH2:6][CH2:7][CH2:8][CH2:9][CH2:10][CH2:11][CH2:12][CH2:13][CH2:14][CH2:15][CH2:16][CH2:17][OH:1], predict the reactants needed to synthesize it.